This data is from Reaction yield outcomes from USPTO patents with 853,638 reactions. The task is: Predict the reaction yield, written as a fraction of the theoretical maximum amount of product (1.0 means a 100% yield; for example, 0.34 means a 34% yield). The reactants are [CH:1]1([CH2:4][C:5]([CH:7]2[C:12](=O)[CH2:11][C:10]([CH3:15])([CH3:14])[CH2:9][C:8]2=[O:16])=O)[CH2:3][CH2:2]1.Cl.[C:18]([C:20]1[CH:25]=[CH:24][C:23]([NH:26][NH2:27])=[CH:22][CH:21]=1)#[N:19].CC(O)=O. The catalyst is CCO. The product is [CH:1]1([CH2:4][C:5]2[C:7]3[C:8](=[O:16])[CH2:9][C:10]([CH3:15])([CH3:14])[CH2:11][C:12]=3[N:26]([C:23]3[CH:24]=[CH:25][C:20]([C:18]#[N:19])=[CH:21][CH:22]=3)[N:27]=2)[CH2:2][CH2:3]1. The yield is 0.510.